This data is from Forward reaction prediction with 1.9M reactions from USPTO patents (1976-2016). The task is: Predict the product of the given reaction. (1) Given the reactants [CH3:1][N:2]1[C:10]([CH2:11][CH:12]2[CH2:17][CH2:16][NH:15][CH2:14][CH2:13]2)=[N:9][C:8]2[C:3]1=[N:4][C:5]([N:24]1[C:28]3[CH:29]=[CH:30][CH:31]=[CH:32][C:27]=3[N:26]=[C:25]1[CH3:33])=[N:6][C:7]=2[N:18]1[CH2:23][CH2:22][O:21][CH2:20][CH2:19]1.[CH3:34][S:35]([CH:38]=[CH2:39])(=[O:37])=[O:36], predict the reaction product. The product is: [CH3:1][N:2]1[C:10]([CH2:11][CH:12]2[CH2:17][CH2:16][N:15]([CH2:39][CH2:38][S:35]([CH3:34])(=[O:37])=[O:36])[CH2:14][CH2:13]2)=[N:9][C:8]2[C:3]1=[N:4][C:5]([N:24]1[C:28]3[CH:29]=[CH:30][CH:31]=[CH:32][C:27]=3[N:26]=[C:25]1[CH3:33])=[N:6][C:7]=2[N:18]1[CH2:19][CH2:20][O:21][CH2:22][CH2:23]1. (2) Given the reactants [CH3:1][N:2]([CH2:47][CH2:48][S:49][CH3:50])[C:3](=[O:46])[O:4][C@H:5](/[CH:7]=[CH:8]\[C:9]([NH:11][C@@H:12]1[CH2:17][C@H:16]([CH3:18])[C@H:15]([CH2:19]/[CH:20]=[C:21](\[CH3:44])/[CH:22]=[CH:23]/[C@H:24]2[O:31][C@H:30]([CH2:32][C:33]([NH2:35])=[O:34])[CH2:29][C@:26]3([O:28][CH2:27]3)[C@@H:25]2[O:36][Si](C(C)(C)C)(C)C)[O:14][C@@H:13]1[CH3:45])=[O:10])[CH3:6].[F-].C([N+](CCCC)(CCCC)CCCC)CCC, predict the reaction product. The product is: [CH3:1][N:2]([CH2:47][CH2:48][S:49][CH3:50])[C:3](=[O:46])[O:4][C@H:5](/[CH:7]=[CH:8]\[C:9]([NH:11][C@@H:12]1[CH2:17][C@H:16]([CH3:18])[C@H:15]([CH2:19]/[CH:20]=[C:21](\[CH3:44])/[CH:22]=[CH:23]/[C@H:24]2[O:31][C@H:30]([CH2:32][C:33]([NH2:35])=[O:34])[CH2:29][C@:26]3([O:28][CH2:27]3)[C@@H:25]2[OH:36])[O:14][C@@H:13]1[CH3:45])=[O:10])[CH3:6]. (3) Given the reactants [C:1]([NH2:9])(=[NH:8])[C:2]1[CH:7]=[CH:6][N:5]=[CH:4][CH:3]=1.[CH:10](=[C:17]([C:20]#[N:21])[C:18]#[N:19])[C:11]1[CH:16]=[CH:15][CH:14]=[CH:13][CH:12]=1, predict the reaction product. The product is: [NH2:21][CH2:20][C:17]1[C:18]([NH2:19])=[N:8][C:1]([C:2]2[CH:7]=[CH:6][N:5]=[CH:4][CH:3]=2)=[N:9][C:10]=1[C:11]1[CH:16]=[CH:15][CH:14]=[CH:13][CH:12]=1. (4) Given the reactants [Cl:1][C:2]1[CH:7]=[CH:6][N:5]=[C:4]2[NH:8][CH:9]=[CH:10][C:3]=12.[H-].[Na+].Cl[CH2:14][O:15][CH2:16][CH2:17][Si:18]([CH3:21])([CH3:20])[CH3:19], predict the reaction product. The product is: [Cl:1][C:2]1[CH:7]=[CH:6][N:5]=[C:4]2[N:8]([CH2:14][O:15][CH2:16][CH2:17][Si:18]([CH3:21])([CH3:20])[CH3:19])[CH:9]=[CH:10][C:3]=12. (5) Given the reactants CI.[Mg].[Cl:4][C:5]1[CH:6]=[C:7]([CH:10]=[C:11]([Cl:13])[CH:12]=1)C#N.Cl.CC[O:17][CH2:18][CH3:19], predict the reaction product. The product is: [Cl:4][C:5]1[CH:6]=[C:7]([C:18](=[O:17])[CH3:19])[CH:10]=[C:11]([Cl:13])[CH:12]=1. (6) Given the reactants N1C=CC=C1.[H-].[Na+].Br[CH2:9][C:10]1[CH:19]=[C:18]2[C:13]([CH:14]=[C:15]([C:24]([O:26][CH2:27][CH3:28])=[O:25])[CH:16]([C:20]([F:23])([F:22])[F:21])[O:17]2)=[CH:12][C:11]=1[Cl:29].C[O:31][CH2:32][CH2:33]OC, predict the reaction product. The product is: [Cl:29][C:11]1[CH:12]=[C:13]2[C:18](=[CH:19][C:10]=1[CH2:9][O:31][CH2:32][CH3:33])[O:17][CH:16]([C:20]([F:23])([F:22])[F:21])[C:15]([C:24]([O:26][CH2:27][CH3:28])=[O:25])=[CH:14]2. (7) Given the reactants [Br:1][C:2]1[C:11]2[C:6](=[CH:7][CH:8]=[CH:9][CH:10]=2)[C:5]([OH:12])=[C:4]([C:13]([OH:15])=O)[CH:3]=1.S([O:21][CH3:22])(OC)(=O)=O.[C:23](=O)([O-])[O-].[K+].[K+], predict the reaction product. The product is: [Br:1][C:2]1[C:11]2[C:6](=[CH:7][CH:8]=[CH:9][CH:10]=2)[C:5]([O:12][CH3:23])=[C:4]([C:13]([O:21][CH3:22])=[O:15])[CH:3]=1. (8) Given the reactants [CH3:1][O:2][C:3]1[CH:8]=[C:7]([N:9]2[CH2:14][CH2:13][O:12][CH2:11][CH2:10]2)[C:6]([N+:15]([O-])=O)=[CH:5][C:4]=1[NH:18][C:19]1[N:24]=[C:23]([N:25]2[CH:29]=[C:28]([CH:30]=O)[CH:27]=[N:26]2)[C:22]([CH3:32])=[CH:21][N:20]=1.Cl.[NH:34]1[CH2:37][CH:36]([OH:38])[CH2:35]1, predict the reaction product. The product is: [OH:38][CH:36]1[CH2:37][N:34]([CH2:30][C:28]2[CH:27]=[N:26][N:25]([C:23]3[C:22]([CH3:32])=[CH:21][N:20]=[C:19]([NH:18][C:4]4[C:3]([O:2][CH3:1])=[CH:8][C:7]([N:9]5[CH2:10][CH2:11][O:12][CH2:13][CH2:14]5)=[C:6]([NH:15][C:3](=[O:2])[CH:4]=[CH2:5])[CH:5]=4)[N:24]=3)[CH:29]=2)[CH2:35]1.